From a dataset of Peptide-MHC class I binding affinity with 185,985 pairs from IEDB/IMGT. Regression. Given a peptide amino acid sequence and an MHC pseudo amino acid sequence, predict their binding affinity value. This is MHC class I binding data. (1) The peptide sequence is AIFASSMTK. The binding affinity (normalized) is 0.587. The MHC is HLA-A68:01 with pseudo-sequence HLA-A68:01. (2) The peptide sequence is TLAYTYEAY. The MHC is Mamu-A02 with pseudo-sequence Mamu-A02. The binding affinity (normalized) is 0. (3) The peptide sequence is LLLGLWGFA. The binding affinity (normalized) is 0.527. The MHC is HLA-A02:06 with pseudo-sequence HLA-A02:06. (4) The MHC is HLA-B35:01 with pseudo-sequence HLA-B35:01. The peptide sequence is GMLSSLHTL. The binding affinity (normalized) is 0.0847. (5) The peptide sequence is SLVIVTTFV. The MHC is HLA-B44:02 with pseudo-sequence HLA-B44:02. The binding affinity (normalized) is 0. (6) The peptide sequence is TVLDHILQK. The MHC is HLA-B39:01 with pseudo-sequence HLA-B39:01. The binding affinity (normalized) is 0.0847. (7) The peptide sequence is SSAASSTM. The MHC is Mamu-A01 with pseudo-sequence Mamu-A01. The binding affinity (normalized) is 0.370. (8) The peptide sequence is LEAIRSLVL. The MHC is HLA-A01:01 with pseudo-sequence HLA-A01:01. The binding affinity (normalized) is 0.